Dataset: Catalyst prediction with 721,799 reactions and 888 catalyst types from USPTO. Task: Predict which catalyst facilitates the given reaction. (1) Reactant: [I:1][C:2]1[CH:3]=[C:4]([CH:15]=[C:16]([O:20][CH3:21])[C:17]=1[O:18][CH3:19])[CH2:5][CH:6]([C:12](=O)[CH3:13])[C:7](OCC)=[O:8].C(=O)(O)O.[NH2:26][C:27]([NH2:29])=[NH:28]. Product: [NH2:29][C:27]1[N:28]=[C:7]([OH:8])[C:6]([CH2:5][C:4]2[CH:15]=[C:16]([O:20][CH3:21])[C:17]([O:18][CH3:19])=[C:2]([I:1])[CH:3]=2)=[C:12]([CH3:13])[N:26]=1. The catalyst class is: 8. (2) Reactant: [CH2:1]([O:3][C:4]([C:6]1[C:10]([N+:11]([O-:13])=[O:12])=[CH:9][NH:8][N:7]=1)=[O:5])[CH3:2].[H-].[Na+].[CH3:16][Si:17]([CH3:24])([CH3:23])[CH2:18][CH2:19][O:20][CH2:21]Cl. Product: [N+:11]([C:10]1[CH:9]=[N:8][N:7]([CH2:21][O:20][CH2:19][CH2:18][Si:17]([CH3:24])([CH3:23])[CH3:16])[C:6]=1[C:4]([O:3][CH2:1][CH3:2])=[O:5])([O-:13])=[O:12].[N+:11]([C:10]1[C:6]([C:4]([O:3][CH2:1][CH3:2])=[O:5])=[N:7][N:8]([CH2:21][O:20][CH2:19][CH2:18][Si:17]([CH3:24])([CH3:23])[CH3:16])[CH:9]=1)([O-:13])=[O:12]. The catalyst class is: 288. (3) Reactant: CN(C)S([N:6]1[CH:10]=[CH:9][N:8]=[C:7]1[CH:11]([C:13]1[N:14]([CH3:30])[N:15]=[C:16]2[C:21]=1[CH:20]=[CH:19][CH:18]=[C:17]2[C:22]1[CH:27]=[CH:26][C:25]([Cl:28])=[CH:24][C:23]=1[Cl:29])[OH:12])(=O)=O.O.OS(O)(=O)=O.C([O-])(O)=O.[Na+]. Product: [Cl:29][C:23]1[CH:24]=[C:25]([Cl:28])[CH:26]=[CH:27][C:22]=1[C:17]1[C:16]2[C:21](=[C:13]([CH:11]([C:7]3[NH:6][CH:10]=[CH:9][N:8]=3)[OH:12])[N:14]([CH3:30])[N:15]=2)[CH:20]=[CH:19][CH:18]=1. The catalyst class is: 8.